From a dataset of Reaction yield outcomes from USPTO patents with 853,638 reactions. Predict the reaction yield, written as a fraction of the theoretical maximum amount of product (1.0 means a 100% yield; for example, 0.34 means a 34% yield). The reactants are [O:1]=[C:2]1[C:11]2[C:6](=[CH:7][CH:8]=[CH:9][C:10]=2[C:12]([F:15])([F:14])[F:13])[NH:5][CH:4]=[C:3]1[C:16]([O:18]CC)=[O:17].[OH-].[Na+]. The catalyst is [Pd]. The product is [O:1]=[C:2]1[C:11]2[C:6](=[CH:7][CH:8]=[CH:9][C:10]=2[C:12]([F:15])([F:13])[F:14])[NH:5][CH:4]=[C:3]1[C:16]([OH:18])=[O:17]. The yield is 0.920.